This data is from Reaction yield outcomes from USPTO patents with 853,638 reactions. The task is: Predict the reaction yield, written as a fraction of the theoretical maximum amount of product (1.0 means a 100% yield; for example, 0.34 means a 34% yield). The reactants are [CH2:1]([O:4][NH:5][CH:6]1[CH2:11][N:10](C(OC(C)(C)C)=O)[C@H:9]([C:19](=[O:21])[NH2:20])[CH:8]=[C:7]1[CH2:22][C:23]([NH2:25])=[O:24])[CH:2]=[CH2:3].Cl.C([O-])([O-])=O.[K+].[K+]. The catalyst is C(Cl)Cl. The product is [CH2:1]([O:4][NH:5][CH:6]1[CH2:11][NH:10][C@@H:9]([C:19]([NH2:20])=[O:21])[CH:8]=[C:7]1[CH2:22][C:23]([NH2:25])=[O:24])[CH:2]=[CH2:3]. The yield is 0.560.